Task: Regression. Given two drug SMILES strings and cell line genomic features, predict the synergy score measuring deviation from expected non-interaction effect.. Dataset: NCI-60 drug combinations with 297,098 pairs across 59 cell lines (1) Drug 1: CN1C(=O)N2C=NC(=C2N=N1)C(=O)N. Drug 2: C1=CN(C=N1)CC(O)(P(=O)(O)O)P(=O)(O)O. Cell line: LOX IMVI. Synergy scores: CSS=0.159, Synergy_ZIP=1.81, Synergy_Bliss=5.13, Synergy_Loewe=0.347, Synergy_HSA=1.08. (2) Drug 1: C1=CC=C(C=C1)NC(=O)CCCCCCC(=O)NO. Drug 2: C(CCl)NC(=O)N(CCCl)N=O. Cell line: EKVX. Synergy scores: CSS=3.15, Synergy_ZIP=-1.08, Synergy_Bliss=0.938, Synergy_Loewe=0.262, Synergy_HSA=0.765.